From a dataset of Drug-target binding data from BindingDB using IC50 measurements. Regression. Given a target protein amino acid sequence and a drug SMILES string, predict the binding affinity score between them. We predict pIC50 (pIC50 = -log10(IC50 in M); higher means more potent). Dataset: bindingdb_ic50. (1) The drug is CO[C@H]1CC[C@]2(CC1)NC(=O)C(c1cc(-c3ccc(Cl)c(F)c3)ccc1C)=C2O. The target protein sequence is ANLIPSQEPFPASDNSGETPQRNGEGHTLPKTPSQAEPASHKGPKDAGRRRNSLPPSHQKPPRNPLSSSDAAPSPELQANGTGTQGLEATDTNGLSSSARPQGQQAGSPSKEDKKQANIKRQLMTNFILGSFDDYSSDEDSVAGSSRESTRKGSRASLGALSLEAYLTTGEAETRVPTMRPSMSGLHLVKRGREHKKLDLHRDFTVASPAEFVTRFGGDRVIEKVLIANNGIAAVKCMRSIRRWAYEMFRNERAIRFVVMVTPEDLKANAEYIKMADHYVPVPGGPNNNNYANVELIVDIAKRIPVQAVWAGWGHASENPKLPELLCKNGVAFLGPPSEAMWALGDKIASTVVAQTLQVPTLPWSGSGLTVEWTEDDLQQGKRISVPEDVYDKGCVKDVDEGLEAAERIGFPLMIKASEGGGGKGIRKAESAEDFPILFRQVQSEIPGSPIFLMKLAQHARHLEVQILADQYGNAVSLFGRDCSIQRRHQKIVEEAPATI.... The pIC50 is 6.2. (2) The compound is CC(C)[C@@]1(O)[C@@H](OC(=O)c2ccc[nH]2)[C@@]2(O)[C@@]3(C)C[C@]4(O)O[C@@]5([C@H](O)C6(CC[C@]35O)CO6)[C@@]2(O)[C@@]41C. The target protein (P11716) has sequence MGDGGEGEDEVQFLRTDDEVVLQCSATVLKEQLKLCLAAEGFGNRLCFLEPTSNAQNVPPDLAICCFTLEQSLSVRALQEMLANTVEAGVESSQGGGHRTLLYGHAILLRHAHSRMYLSCLTTSRSMTDKLAFDVGLQEDATGEACWWTMHPASKQRSEGEKVRVGDDLILVSVSSERYLHLSTASGELQVDASFMQTLWNMNPICSCCEEGYVTGGHVLRLFHGHMDECLTISAADSDDQRRLVYYEGGAVCTHARSLWRLEPLRISWSGSHLRWGQPLRIRHVTTGRYLALTEDQGLVVVDACKAHTKATSFCFRVSKEKLDTAPKRDVEGMGPPEIKYGESLCFVQHVASGLWLTYAAPDPKALRLGVLKKKAILHQEGHMDDALFLTRCQQEESQAARMIHSTAGLYNQFIKGLDSFSGKPRGSGPPAGPALPIEAVILSLQDLIGYFEPPSEELQHEEKQSKLRSLRNRQSLFQEEGMLSLVLNCIDRLNVYTTA.... The pIC50 is 6.8. (3) The compound is Cn1c(=O)c2c(ncn2C)n(C)c1=O. The target protein (Q873X9) has sequence MRFATSTIVKVALLLSSLCVDAAVMWNRDTSSTDLEARASSGYRSVVYFVNWAIYGRNHNPQDLPVERLTHVLYAFANVRPETGEVYMTDSWADIEKHYPGDSWSDTGNNVYGCIKQLYLLKKQNRNLKVLLSIGGWTYSPNFAPAASTDAGRKNFAKTAVKLLQDLGFDGLDIDWEYPENDQQANDFVLLLKEVRTALDSYSAANAGGQHFLLTVASPAGPDKIKVLHLKDMDQQLDFWNLMAYDYAGSFSSLSGHQANVYNDTSNPLSTPFNTQTALDLYRAGGVPANKIVLGMPLYGRSFANTDGPGKPYNGVGQGSWENGVWDYKALPQAGATEHVLPDIMASYSYDATNKFLISYDNPQVANLKSGYIKSLGLGGAMWWDSSSDKTGSDSLITTVVNALGGTGVFEQSQNELDYPVSQYDNLRNGMQT. The pIC50 is 3.3. (4) The small molecule is N#Cc1nc(Nc2cc(F)cc(F)c2)nc(NC2CCCC2)n1. The target protein (Q9UBR2) has sequence MARRGPGWRPLLLLVLLAGAAQGGLYFRRGQTCYRPLRGDGLAPLGRSTYPRPHEYLSPADLPKSWDWRNVDGVNYASITRNQHIPQYCGSCWAHASTSAMADRINIKRKGAWPSTLLSVQNVIDCGNAGSCEGGNDLSVWDYAHQHGIPDETCNNYQAKDQECDKFNQCGTCNEFKECHAIRNYTLWRVGDYGSLSGREKMMAEIYANGPISCGIMATERLANYTGGIYAEYQDTTYINHVVSVAGWGISDGTEYWIVRNSWGEPWGERGWLRIVTSTYKDGKGARYNLAIEEHCTFGDPIV. The pIC50 is 5.5.